From a dataset of Reaction yield outcomes from USPTO patents with 853,638 reactions. Predict the reaction yield, written as a fraction of the theoretical maximum amount of product (1.0 means a 100% yield; for example, 0.34 means a 34% yield). (1) The reactants are [C:1]1([C:7]#[C:8][C:9]2[CH:10]=[CH:11][C:12]([NH2:15])=[N:13][CH:14]=2)[CH:6]=[CH:5][CH:4]=[CH:3][CH:2]=1.N1C=CC=CC=1.[C:22](Cl)(=[O:27])[C:23]([CH3:26])([CH3:25])[CH3:24]. The catalyst is ClCCl. The product is [CH3:24][C:23]([CH3:26])([CH3:25])[C:22]([NH:15][C:12]1[CH:11]=[CH:10][C:9]([C:8]#[C:7][C:1]2[CH:6]=[CH:5][CH:4]=[CH:3][CH:2]=2)=[CH:14][N:13]=1)=[O:27]. The yield is 0.430. (2) The reactants are [C:1]([O:5][C:6]([NH:8][CH2:9][C:10]([OH:12])=O)=[O:7])([CH3:4])([CH3:3])[CH3:2].CN(C(ON1N=[N:28][C:23]2[CH:24]=[CH:25][CH:26]=[CH:27][C:22]1=2)=[N+](C)C)C.F[P-](F)(F)(F)(F)F.C([N:39](CC)CC)C.[O:44]1C2N=CC=C(N)C=2C=[CH:45]1. The catalyst is C(#N)C. The product is [O:44]1[C:26]2[C:27](=[N:28][CH:23]=[CH:24][C:25]=2[NH:39][C:10](=[O:12])[CH2:9][NH:8][C:6](=[O:7])[O:5][C:1]([CH3:2])([CH3:3])[CH3:4])[CH:22]=[CH:45]1. The yield is 0.640.